This data is from Catalyst prediction with 721,799 reactions and 888 catalyst types from USPTO. The task is: Predict which catalyst facilitates the given reaction. (1) Reactant: [H-].[Na+].[F:3][C:4]1[CH:5]=[C:6]([C:11]2[NH:12][C:13]([CH2:16][CH2:17][C:18]3[N:19]([S:29]([N:32]([CH3:34])[CH3:33])(=[O:31])=[O:30])[CH:20]=[C:21]([CH2:23][C:24]([CH3:28])([CH3:27])[CH2:25][CH3:26])[N:22]=3)=[N:14][N:15]=2)[CH:7]=[CH:8][C:9]=1[F:10].[CH3:35]I. Product: [F:3][C:4]1[CH:5]=[C:6]([C:11]2[N:12]=[C:13]([CH2:16][CH2:17][C:18]3[N:19]([S:29]([N:32]([CH3:33])[CH3:34])(=[O:30])=[O:31])[CH:20]=[C:21]([CH2:23][C:24]([CH3:27])([CH3:28])[CH2:25][CH3:26])[N:22]=3)[N:14]([CH3:35])[N:15]=2)[CH:7]=[CH:8][C:9]=1[F:10]. The catalyst class is: 3. (2) Reactant: [C:1]([O:5][C:6]([N:8]1[CH2:11][CH:10]([C:12]2[CH:17]=[C:16]([Cl:18])[C:15]([C:19]3[S:20][C:21]4[C:22](Cl)=[N:23][CH:24]=[CH:25][C:26]=4[N:27]=3)=[C:14]([Cl:29])[CH:13]=2)[CH2:9]1)=[O:7])([CH3:4])([CH3:3])[CH3:2].[CH3:30][C:31]1[N:36]=[CH:35][N:34]=[C:33]([NH2:37])[CH:32]=1.CC1(C)C2C(=C(P(C3C=CC=CC=3)C3C=CC=CC=3)C=CC=2)OC2C(P(C3C=CC=CC=3)C3C=CC=CC=3)=CC=CC1=2.C([O-])([O-])=O.[Cs+].[Cs+]. Product: [C:1]([O:5][C:6]([N:8]1[CH2:11][CH:10]([C:12]2[CH:13]=[C:14]([Cl:29])[C:15]([C:19]3[S:20][C:21]4[C:22]([NH:37][C:33]5[CH:32]=[C:31]([CH3:30])[N:36]=[CH:35][N:34]=5)=[N:23][CH:24]=[CH:25][C:26]=4[N:27]=3)=[C:16]([Cl:18])[CH:17]=2)[CH2:9]1)=[O:7])([CH3:2])([CH3:3])[CH3:4]. The catalyst class is: 62. (3) Product: [O:32]=[C:33]([CH2:37][CH2:38][C:39]([OH:41])=[O:40])[C:34]([O:30][C@@H:16]1[CH2:15][CH2:14][C@@H:13]2[C@@H:18]([C:19]3[C:24]([C:11]([C:6]4[C:7]([O:9][CH3:10])=[N:8][C:3]([N:2]([CH3:1])[CH3:31])=[N:4][CH:5]=4)=[N:12]2)=[CH:23][C:22]([O:25][CH3:26])=[C:21]([O:27][CH2:28][CH3:29])[CH:20]=3)[CH2:17]1)=[O:35]. The catalyst class is: 21. Reactant: [CH3:1][N:2]([CH3:31])[C:3]1[N:8]=[C:7]([O:9][CH3:10])[C:6]([C:11]2[C:24]3[C:19](=[CH:20][C:21]([O:27][CH2:28][CH3:29])=[C:22]([O:25][CH3:26])[CH:23]=3)[C@@H:18]3[C@@H:13]([CH2:14][CH2:15][C@@H:16]([OH:30])[CH2:17]3)[N:12]=2)=[CH:5][N:4]=1.[O:32]=[C:33]([CH2:37][CH2:38][C:39]([OH:41])=[O:40])[C:34](O)=[O:35]. (4) Reactant: [O:1]1[C:6]2[CH:7]=[CH:8][C:9]([C:11](O)([CH3:18])[CH2:12][C:13]([O:15][CH2:16][CH3:17])=[O:14])=[CH:10][C:5]=2[O:4][CH2:3][CH2:2]1.FC(F)(F)C(O)=O.[CH3:27][S:28][CH2:29][C:30]1[CH:31]=[CH:32][CH:33]=[C:34]2[C:38]=1[NH:37][CH:36]=[CH:35]2. Product: [O:1]1[C:6]2[CH:7]=[CH:8][C:9]([C:11]([C:35]3[C:34]4[C:38](=[C:30]([CH2:29][S:28][CH3:27])[CH:31]=[CH:32][CH:33]=4)[NH:37][CH:36]=3)([CH3:18])[CH2:12][C:13]([O:15][CH2:16][CH3:17])=[O:14])=[CH:10][C:5]=2[O:4][CH2:3][CH2:2]1. The catalyst class is: 4.